The task is: Predict the reaction yield, written as a fraction of the theoretical maximum amount of product (1.0 means a 100% yield; for example, 0.34 means a 34% yield).. This data is from Reaction yield outcomes from USPTO patents with 853,638 reactions. (1) The reactants are Cl[C:2]1[CH:7]=[CH:6][N:5]=[C:4]2[CH:8]=[C:9]([C:11]([N:13]3[CH2:17][CH2:16][CH2:15][C@H:14]3[CH2:18][O:19][CH3:20])=[O:12])[S:10][C:3]=12.[CH3:21][NH:22][C:23]([C:25]1[C:26]2[CH:34]=[CH:33][C:32]([OH:35])=[CH:31][C:27]=2[S:28][C:29]=1[CH3:30])=[O:24].C([O-])([O-])=O.[Cs+].[Cs+]. No catalyst specified. The product is [CH3:21][NH:22][C:23]([C:25]1[C:26]2[CH:34]=[CH:33][C:32]([O:35][C:2]3[CH:7]=[CH:6][N:5]=[C:4]4[CH:8]=[C:9]([C:11]([N:13]5[CH2:17][CH2:16][CH2:15][C@H:14]5[CH2:18][O:19][CH3:20])=[O:12])[S:10][C:3]=34)=[CH:31][C:27]=2[S:28][C:29]=1[CH3:30])=[O:24]. The yield is 0.730. (2) The reactants are I[C:2]1[CH:7]=[CH:6][N:5]([CH3:8])[C:4](=[O:9])[CH:3]=1.[OH:10][C:11]([CH3:44])([CH3:43])[CH2:12][C@@:13]1([C:37]2[CH:42]=[CH:41][CH:40]=[CH:39][CH:38]=2)[O:18][C:17](=[O:19])[N:16]([C@H:20]([C:22]2[CH:27]=[CH:26][C:25](B3OC(C)(C)C(C)(C)O3)=[CH:24][CH:23]=2)[CH3:21])[CH2:15][CH2:14]1.C([O-])([O-])=O.[Cs+].[Cs+]. The catalyst is O1CCOCC1.Cl[Pd](Cl)([P](C1C=CC=CC=1)(C1C=CC=CC=1)C1C=CC=CC=1)[P](C1C=CC=CC=1)(C1C=CC=CC=1)C1C=CC=CC=1. The product is [OH:10][C:11]([CH3:43])([CH3:44])[CH2:12][C@@:13]1([C:37]2[CH:42]=[CH:41][CH:40]=[CH:39][CH:38]=2)[O:18][C:17](=[O:19])[N:16]([C@H:20]([C:22]2[CH:23]=[CH:24][C:25]([C:2]3[CH:7]=[CH:6][N:5]([CH3:8])[C:4](=[O:9])[CH:3]=3)=[CH:26][CH:27]=2)[CH3:21])[CH2:15][CH2:14]1. The yield is 0.280. (3) The reactants are [C:1]([O:5][C:6]([NH:8][C@@H:9]([CH2:13][C:14]1[CH:19]=[CH:18][C:17]([I:20])=[CH:16][CH:15]=1)[C:10]([OH:12])=O)=[O:7])([CH3:4])([CH3:3])[CH3:2].C(Cl)CCl.N1C2C(=NC=CC=2)N(O)N=1.Cl.[CH3:36][Si:37]1([CH3:55])[CH2:41][C@@H:40]([C:42]([NH:44][C@H:45]2[C:54]3[C:49](=[CH:50][CH:51]=[CH:52][CH:53]=3)[CH2:48][CH2:47][CH2:46]2)=[O:43])[NH:39][CH2:38]1.CCN(C(C)C)C(C)C. The catalyst is CN(C=O)C.C(OCC)(=O)C.[Cl-].[Na+].O. The product is [CH3:36][Si:37]1([CH3:55])[CH2:41][C@@H:40]([C:42](=[O:43])[NH:44][C@H:45]2[C:54]3[C:49](=[CH:50][CH:51]=[CH:52][CH:53]=3)[CH2:48][CH2:47][CH2:46]2)[N:39]([C:10](=[O:12])[C@@H:9]([NH:8][C:6](=[O:7])[O:5][C:1]([CH3:2])([CH3:3])[CH3:4])[CH2:13][C:14]2[CH:19]=[CH:18][C:17]([I:20])=[CH:16][CH:15]=2)[CH2:38]1. The yield is 0.870. (4) The reactants are [F:1][C:2]([F:28])([F:27])[C:3]1[CH:8]=[CH:7][C:6]([N:9]2[CH2:14][CH2:13][N:12]([S:15]([C:18]3[CH:19]=[C:20]4[C:24](=[CH:25][CH:26]=3)[NH:23][CH:22]=[CH:21]4)(=[O:17])=[O:16])[CH2:11][CH2:10]2)=[CH:5][CH:4]=1.C(=O)([O-])[O-].[Cs+].[Cs+].[C:35]([O:38][CH2:39]C)(=[O:37])[CH3:36]. The catalyst is C(#N)C. The product is [CH3:39][O:38][C:35](=[O:37])[CH2:36][N:23]1[C:24]2[C:20](=[CH:19][C:18]([S:15]([N:12]3[CH2:11][CH2:10][N:9]([C:6]4[CH:7]=[CH:8][C:3]([C:2]([F:27])([F:1])[F:28])=[CH:4][CH:5]=4)[CH2:14][CH2:13]3)(=[O:17])=[O:16])=[CH:26][CH:25]=2)[CH:21]=[CH:22]1. The yield is 0.990.